Dataset: Human liver microsome stability data. Task: Regression/Classification. Given a drug SMILES string, predict its absorption, distribution, metabolism, or excretion properties. Task type varies by dataset: regression for continuous measurements (e.g., permeability, clearance, half-life) or binary classification for categorical outcomes (e.g., BBB penetration, CYP inhibition). Dataset: hlm. (1) The compound is COc1cc(C(=O)c2c[nH]c(-c3c[nH]c4cccc(C)c34)n2)cc(OC)c1OC. The result is 0 (unstable in human liver microsomes). (2) The drug is Cc1cc(-c2ccc(OC(C)C(=O)Nc3ccc(-c4cnccn4)cn3)cc2)ccn1. The result is 0 (unstable in human liver microsomes). (3) The drug is N[C@H]1CC[C@H](n2nnc3cnc4[nH]ccc4c32)CC1. The result is 0 (unstable in human liver microsomes).